This data is from Full USPTO retrosynthesis dataset with 1.9M reactions from patents (1976-2016). The task is: Predict the reactants needed to synthesize the given product. (1) Given the product [Cl:38][C:16]1[N:11]2[N:10]=[C:9]([C:20]3[CH:25]=[CH:24][CH:23]=[CH:22][C:21]=3[Cl:26])[C:8]([C:5]3[CH:6]=[CH:7][C:2]([Cl:1])=[CH:3][CH:4]=3)=[C:12]2[N:13]=[C:14]([CH3:19])[C:15]=1[CH3:18], predict the reactants needed to synthesize it. The reactants are: [Cl:1][C:2]1[CH:7]=[CH:6][C:5]([C:8]2[C:9]([C:20]3[CH:25]=[CH:24][CH:23]=[CH:22][C:21]=3[Cl:26])=[N:10][N:11]3[C:16](O)=[C:15]([CH3:18])[C:14]([CH3:19])=[N:13][C:12]=23)=[CH:4][CH:3]=1.C(N(C(C)C)CC)(C)C.O=P(Cl)(Cl)[Cl:38].C(=O)(O)[O-].[Na+]. (2) Given the product [NH2:8][C:6]1[CH:7]=[C:2]([CH3:1])[CH:3]=[CH:4][C:5]=1[C:16]([NH:18][C:19]1[CH:20]=[C:21]2[C:25](=[CH:26][CH:27]=1)[N:24]([C:28](=[O:36])[CH2:29][C:30]1[CH:35]=[CH:34][CH:33]=[CH:32][N:31]=1)[CH2:23][CH2:22]2)=[O:17], predict the reactants needed to synthesize it. The reactants are: [CH3:1][C:2]1[CH:3]=[CH:4][C:5]([C:16]([NH:18][C:19]2[CH:20]=[C:21]3[C:25](=[CH:26][CH:27]=2)[N:24]([C:28](=[O:36])[CH2:29][C:30]2[CH:35]=[CH:34][CH:33]=[CH:32][N:31]=2)[CH2:23][CH2:22]3)=[O:17])=[C:6]([NH:8]C(=O)OC(C)(C)C)[CH:7]=1.FC(F)(F)C(O)=O.C(OCC)(=O)C.C(=O)([O-])[O-].[K+].[K+]. (3) Given the product [F:1][C:2]1[CH:3]=[CH:4][C:5]([CH2:6][C:7]2[N:11]([CH2:12][C:13]([N:15]3[CH2:16][CH2:17][CH:18]([NH:21][S:37]([CH3:30])(=[O:39])=[O:38])[CH2:19][CH2:20]3)=[O:14])[N:10]=[C:9]([C:22]3[CH:23]=[CH:24][N:25]=[CH:26][CH:27]=3)[CH:8]=2)=[CH:28][CH:29]=1, predict the reactants needed to synthesize it. The reactants are: [F:1][C:2]1[CH:29]=[CH:28][C:5]([CH2:6][C:7]2[N:11]([CH2:12][C:13]([N:15]3[CH2:20][CH2:19][CH:18]([NH2:21])[CH2:17][CH2:16]3)=[O:14])[N:10]=[C:9]([C:22]3[CH:27]=[CH:26][N:25]=[CH:24][CH:23]=3)[CH:8]=2)=[CH:4][CH:3]=1.[CH2:30](N(CC)CC)C.[S:37](Cl)(Cl)(=[O:39])=[O:38]. (4) Given the product [C:10]([O:14][C:15]([NH:16][CH2:17][CH2:18][NH:19][C:2]([CH3:9])([CH3:8])[C:3]([O:5][CH2:6][CH3:7])=[O:4])=[O:20])([CH3:13])([CH3:12])[CH3:11], predict the reactants needed to synthesize it. The reactants are: Br[C:2]([CH3:9])([CH3:8])[C:3]([O:5][CH2:6][CH3:7])=[O:4].[C:10]([O:14][C:15](=[O:20])[NH:16][CH2:17][CH2:18][NH2:19])([CH3:13])([CH3:12])[CH3:11].C([O-])([O-])=O.[K+].[K+]. (5) Given the product [N+:14]([C:17]1[CH:23]=[CH:22][CH:21]=[CH:20][C:18]=1[NH:19][C:9](=[O:10])[C:8]1[CH:12]=[CH:13][C:5]([C:1]([CH3:4])([CH3:3])[CH3:2])=[CH:6][CH:7]=1)([O-:16])=[O:15], predict the reactants needed to synthesize it. The reactants are: [C:1]([C:5]1[CH:13]=[CH:12][C:8]([C:9](Cl)=[O:10])=[CH:7][CH:6]=1)([CH3:4])([CH3:3])[CH3:2].[N+:14]([C:17]1[CH:23]=[CH:22][CH:21]=[CH:20][C:18]=1[NH2:19])([O-:16])=[O:15]. (6) Given the product [C:51]([C:47]1[CH:48]=[C:49]2[C:44](=[CH:45][CH:46]=1)[C:43](=[O:55])[N:42]([C:28]1[CH:29]=[CH:30][CH:31]=[C:32]([C:2]3[CH:3]=[C:4]([NH:10][C:11]4[CH:16]=[CH:15][C:14]([N:17]5[CH2:20][CH:19]([OH:21])[CH2:18]5)=[CH:13][N:12]=4)[C:5](=[O:9])[N:6]([CH3:8])[CH:7]=3)[C:27]=1[CH2:26][OH:25])[CH2:50]2)([CH3:54])([CH3:52])[CH3:53], predict the reactants needed to synthesize it. The reactants are: Br[C:2]1[CH:3]=[C:4]([NH:10][C:11]2[CH:16]=[CH:15][C:14]([N:17]3[CH2:20][CH:19]([OH:21])[CH2:18]3)=[CH:13][N:12]=2)[C:5](=[O:9])[N:6]([CH3:8])[CH:7]=1.C([O:25][CH2:26][C:27]1[C:32](B2OC(C)(C)C(C)(C)O2)=[CH:31][CH:30]=[CH:29][C:28]=1[N:42]1[CH2:50][C:49]2[C:44](=[CH:45][CH:46]=[C:47]([C:51]([CH3:54])([CH3:53])[CH3:52])[CH:48]=2)[C:43]1=[O:55])(=O)C.C(=O)([O-])[O-].[Na+].[Na+].C(=O)([O-])[O-].[K+].[K+]. (7) Given the product [Br:1][C:2]1[CH:3]=[C:4]([CH3:23])[C:5]([CH:9]2[C:13](=[O:14])[CH:12]([CH2:15][CH:16]3[CH2:21][CH2:20][O:19][CH2:18][CH2:17]3)[CH2:11][C:10]2=[O:22])=[C:6]([CH3:8])[CH:7]=1, predict the reactants needed to synthesize it. The reactants are: [Br:1][C:2]1[CH:7]=[C:6]([CH3:8])[C:5]([CH:9]2[C:13](=[O:14])[C:12](=[CH:15][CH:16]3[CH2:21][CH2:20][O:19][CH2:18][CH2:17]3)[CH2:11][C:10]2=[O:22])=[C:4]([CH3:23])[CH:3]=1.[H][H]. (8) Given the product [NH:14]1[C:5]([C:10]2[CH:9]=[C:21]([NH:22][C:23]([C:3]3[CH:2]=[CH:1][C:10]4[C:5](=[CH:6][CH:7]=[CH:8][CH:9]=4)[CH:4]=3)=[O:24])[CH:3]=[CH:2][CH:1]=2)=[N:19][N:16]=[N:15]1, predict the reactants needed to synthesize it. The reactants are: [C:1]1(C(N)=O)[C:10]2[C:5](=[CH:6][CH:7]=[CH:8][CH:9]=2)[CH:4]=[CH:3][CH:2]=1.[N-:14]=[N+:15]=[N-:16].[Na+].[Cl-].[NH4+:19].O.[CH3:21][N:22](C)[CH:23]=[O:24]. (9) Given the product [CH3:6][C:5]([O:7][C:8]1[CH:13]=[CH:12][C:11]([O:14][CH:15]([C:19]2[S:23][C:22]([C:24]3[CH:25]=[CH:26][C:27]([C:30]([F:33])([F:31])[F:32])=[CH:28][CH:29]=3)=[N:21][C:20]=2[CH3:34])[CH2:16][CH2:17][CH3:18])=[CH:10][C:9]=1[CH3:35])([CH3:36])[C:4]([OH:37])=[O:3], predict the reactants needed to synthesize it. The reactants are: C([O:3][C:4](=[O:37])[C:5]([CH3:36])([O:7][C:8]1[CH:13]=[CH:12][C:11]([O:14][CH:15]([C:19]2[S:23][C:22]([C:24]3[CH:29]=[CH:28][C:27]([C:30]([F:33])([F:32])[F:31])=[CH:26][CH:25]=3)=[N:21][C:20]=2[CH3:34])[CH2:16][CH2:17][CH3:18])=[CH:10][C:9]=1[CH3:35])[CH3:6])C.[OH-].[Na+].Cl.